From a dataset of Forward reaction prediction with 1.9M reactions from USPTO patents (1976-2016). Predict the product of the given reaction. (1) Given the reactants C[I:2].[N:3]1[CH:8]=[CH:7][CH:6]=[C:5]([CH3:9])[CH:4]=1.[C:10](OC)(C)(C)C, predict the reaction product. The product is: [I-:2].[CH3:10][N+:3]1[CH:8]=[CH:7][CH:6]=[C:5]([CH3:9])[CH:4]=1. (2) The product is: [OH:4][CH2:5][CH2:6][C:7]1[S:11][C:10]([S:12]([NH:15][C:16](=[O:17])[NH:18][C:19]2[CH:20]=[C:21]([C:29]([F:31])([F:32])[F:30])[CH:22]=[C:23]([CH2:25][OH:26])[N:24]=2)(=[O:14])=[O:13])=[CH:9][C:8]=1[CH3:33]. Given the reactants C([O:4][CH2:5][CH2:6][C:7]1[S:11][C:10]([S:12]([NH:15][C:16]([NH:18][C:19]2[N:24]=[C:23]([C:25](OC)=[O:26])[CH:22]=[C:21]([C:29]([F:32])([F:31])[F:30])[CH:20]=2)=[O:17])(=[O:14])=[O:13])=[CH:9][C:8]=1[CH3:33])(=O)C.[BH4-].[Li+], predict the reaction product. (3) Given the reactants C[O:2][C:3](=[O:36])[CH2:4][CH:5]1[CH2:10][CH2:9][C@H:8]([C:11]([N:13]2[CH2:18][CH2:17][N:16]([C:19]3[CH:24]=[CH:23][CH:22]=[CH:21][CH:20]=3)[CH2:15][CH2:14]2)=[O:12])[C@@H:7]([C:25](=[O:35])[NH:26][O:27][CH2:28][C:29]2[CH:34]=[CH:33][CH:32]=[CH:31][CH:30]=2)[CH2:6]1.O.[OH-].[Li+].Cl, predict the reaction product. The product is: [CH2:28]([O:27][NH:26][C:25]([C@@H:7]1[C@@H:8]([C:11]([N:13]2[CH2:14][CH2:15][N:16]([C:19]3[CH:20]=[CH:21][CH:22]=[CH:23][CH:24]=3)[CH2:17][CH2:18]2)=[O:12])[CH2:9][CH2:10][CH:5]([CH2:4][C:3]([OH:36])=[O:2])[CH2:6]1)=[O:35])[C:29]1[CH:30]=[CH:31][CH:32]=[CH:33][CH:34]=1. (4) Given the reactants Br[C:2]1[S:3][N:4]=[C:5]2[CH:10]=[C:9]([Br:11])[CH:8]=[N:7][C:6]=12.[CH3:12][O:13][CH2:14][CH2:15][NH2:16], predict the reaction product. The product is: [Br:11][C:9]1[CH:8]=[N:7][C:6]2=[C:2]([NH:16][CH2:15][CH2:14][O:13][CH3:12])[S:3][N:4]=[C:5]2[CH:10]=1. (5) Given the reactants [CH2:1]([N:8]1[CH2:14][C:13]2[CH:15]=[CH:16][CH:17]=[CH:18][C:12]=2[O:11][CH2:10][C:9]1=O)[C:2]1[CH:7]=[CH:6][CH:5]=[CH:4][CH:3]=1.[H-].[Al+3].[Li+].[H-].[H-].[H-].[Cl-].[Na+], predict the reaction product. The product is: [CH2:1]([N:8]1[CH2:14][C:13]2[CH:15]=[CH:16][CH:17]=[CH:18][C:12]=2[O:11][CH2:10][CH2:9]1)[C:2]1[CH:3]=[CH:4][CH:5]=[CH:6][CH:7]=1. (6) Given the reactants ClCCC(O[CH2:7][CH2:8][N:9]=C=O)=O.[C:12]1([CH3:18])[CH:17]=[CH:16][CH:15]=[CH:14][CH:13]=1, predict the reaction product. The product is: [N:9]1[C:17]2[C:12](=[CH:13][CH:14]=[CH:15][CH:16]=2)[CH:18]=[CH:7][CH:8]=1. (7) Given the reactants C([N:14]1[CH2:17][C:16]([CH2:20][NH:21][C:22](=[O:27])[C:23]([F:26])([F:25])[F:24])([CH2:18][CH3:19])[CH2:15]1)(C1C=CC=CC=1)C1C=CC=CC=1.Cl, predict the reaction product. The product is: [CH2:18]([C:16]1([CH2:20][NH:21][C:22](=[O:27])[C:23]([F:24])([F:26])[F:25])[CH2:15][NH:14][CH2:17]1)[CH3:19]. (8) Given the reactants [CH2:1]([C:3]1[C:7]([CH2:8][C:9]2[CH:10]=[C:11]([C:17]#[N:18])[CH:12]=[C:13]([CH:16]=2)[C:14]#[N:15])=[C:6]([CH2:19][CH3:20])[NH:5][N:4]=1)[CH3:2].Cl.Cl[CH2:23][CH2:24][NH2:25], predict the reaction product. The product is: [NH3:4].[NH2:25][CH2:24][CH2:23][N:5]1[C:6]([CH2:19][CH3:20])=[C:7]([CH2:8][C:9]2[CH:16]=[C:13]([C:14]#[N:15])[CH:12]=[C:11]([CH:10]=2)[C:17]#[N:18])[C:3]([CH2:1][CH3:2])=[N:4]1.